This data is from Forward reaction prediction with 1.9M reactions from USPTO patents (1976-2016). The task is: Predict the product of the given reaction. (1) Given the reactants Cl[S:2]([C:5]1[CH:10]=[CH:9][C:8]([CH2:11][C:12]([O:14]C)=[O:13])=[CH:7][CH:6]=1)(=[O:4])=[O:3].[CH3:16][O:17][C:18]1[CH:25]=[CH:24][C:21]([CH:22]=O)=[CH:20][CH:19]=1.[CH2:26]([NH2:33])[C:27]1[CH:32]=[CH:31][CH:30]=[CH:29][CH:28]=1, predict the reaction product. The product is: [CH2:26]([N:33]([CH2:22][C:21]1[CH:24]=[CH:25][C:18]([O:17][CH3:16])=[CH:19][CH:20]=1)[S:2]([C:5]1[CH:6]=[CH:7][C:8]([CH2:11][C:12]([OH:14])=[O:13])=[CH:9][CH:10]=1)(=[O:3])=[O:4])[C:27]1[CH:32]=[CH:31][CH:30]=[CH:29][CH:28]=1. (2) Given the reactants [O:1]1[CH2:6][CH2:5][CH2:4][O:3][CH:2]1[C:7]1[C:8]2[N:9]([N:15]=[C:16]([C:18]([F:21])([F:20])[F:19])[CH:17]=2)[C:10]([CH2:13][OH:14])=[CH:11][CH:12]=1.[C:22](OC(=O)C)(=[O:24])[CH3:23], predict the reaction product. The product is: [C:22]([O:14][CH2:13][C:10]1[N:9]2[N:15]=[C:16]([C:18]([F:21])([F:19])[F:20])[CH:17]=[C:8]2[C:7]([CH:2]2[O:1][CH2:6][CH2:5][CH2:4][O:3]2)=[CH:12][CH:11]=1)(=[O:24])[CH3:23].